Dataset: Peptide-MHC class I binding affinity with 185,985 pairs from IEDB/IMGT. Task: Regression. Given a peptide amino acid sequence and an MHC pseudo amino acid sequence, predict their binding affinity value. This is MHC class I binding data. (1) The peptide sequence is HIPEVCLKW. The MHC is HLA-A30:01 with pseudo-sequence HLA-A30:01. The binding affinity (normalized) is 0.0847. (2) The peptide sequence is SVILQELCI. The MHC is H-2-Db with pseudo-sequence H-2-Db. The binding affinity (normalized) is 0. (3) The peptide sequence is CALVSDCAST. The MHC is HLA-A02:06 with pseudo-sequence HLA-A02:06. The binding affinity (normalized) is 0.273. (4) The peptide sequence is IILEFFLMVL. The MHC is HLA-A02:17 with pseudo-sequence HLA-A02:17. The binding affinity (normalized) is 0.330. (5) The peptide sequence is ATFEVFLAK. The MHC is HLA-A01:01 with pseudo-sequence HLA-A01:01. The binding affinity (normalized) is 0.0847.